This data is from HIV replication inhibition screening data with 41,000+ compounds from the AIDS Antiviral Screen. The task is: Binary Classification. Given a drug SMILES string, predict its activity (active/inactive) in a high-throughput screening assay against a specified biological target. (1) The molecule is CNc1cc(Cl)ccc1C(=O)N1CCCC1CO. The result is 0 (inactive). (2) The drug is CCOC(=O)c1[nH]c2c(OCC)nc(OCC)nc2c1Br. The result is 0 (inactive). (3) The result is 0 (inactive). The compound is CC(C)CCN=c1cc2n(-c3ccc(Cl)cc3)c3ccccc3nc-2cc1Nc1ccc(Cl)cc1. (4) The molecule is O=C1CSC(c2c[nH]c3ccccc23)N1c1cccc([N+](=O)[O-])c1. The result is 0 (inactive). (5) The molecule is CCCCNCC(=O)OC1(CC)C(=O)OCc2c1cc1n(c2=O)Cc2cc3ccccc3nc2-1.Cl. The result is 0 (inactive). (6) The drug is CN(C)c1ccc(C=Cc2ccnc3c(O)cccc23)cc1. The result is 0 (inactive). (7) The molecule is CCCCCC1CCCC2C1CCC(CCCCCI)N2C(=O)OCC(Cl)(Cl)Cl. The result is 0 (inactive). (8) The compound is CC(=O)OC1C2CC(C)(C)CC2=C(C=O)C2(C=O)CC12C. The result is 0 (inactive). (9) The compound is CC(=NNC(=S)NC(C)(C)C)c1ccccn1. The result is 0 (inactive). (10) The result is 0 (inactive). The drug is COc1cc2c(c(O)c1OC)C(=O)C1CCC(=O)N1C2c1ccccc1.